This data is from Catalyst prediction with 721,799 reactions and 888 catalyst types from USPTO. The task is: Predict which catalyst facilitates the given reaction. (1) Reactant: [F:1][CH:2]([F:27])[C:3]([N:5]1[C@H:9]([CH2:10][F:11])[C@@H:8]([C:12]2[CH:17]=[CH:16][C:15]([C:18]3[S:22][C:21]([CH2:23]O)=[N:20][CH:19]=3)=[CH:14][CH:13]=2)[O:7][C:6]1([CH3:26])[CH3:25])=[O:4].[N:28]1C=CC=C[CH:29]=1.C(N(C(C)C)CC)(C)C.CN.Cl. Product: [F:1][CH:2]([F:27])[C:3]([N:5]1[C@H:9]([CH2:10][F:11])[C@@H:8]([C:12]2[CH:17]=[CH:16][C:15]([C:18]3[S:22][C:21]([CH2:23][NH:28][CH3:29])=[N:20][CH:19]=3)=[CH:14][CH:13]=2)[O:7][C:6]1([CH3:25])[CH3:26])=[O:4]. The catalyst class is: 326. (2) Reactant: FC(F)(F)C(O)=O.[CH3:8][C:9]1[CH:14]=[C:13]([C:15](=[O:42])[CH2:16][C@H:17]([C:25]2[CH:30]=[CH:29][C:28]([CH:31]3[CH2:34][N:33](C(OC(C)(C)C)=O)[CH2:32]3)=[CH:27][CH:26]=2)[C:18]2[CH:23]=[CH:22][CH:21]=[CH:20][C:19]=2[CH3:24])[CH:12]=[CH:11][N:10]=1. Product: [NH:33]1[CH2:34][CH:31]([C:28]2[CH:29]=[CH:30][C:25]([C@H:17]([C:18]3[CH:23]=[CH:22][CH:21]=[CH:20][C:19]=3[CH3:24])[CH2:16][C:15]([C:13]3[CH:12]=[CH:11][N:10]=[C:9]([CH3:8])[CH:14]=3)=[O:42])=[CH:26][CH:27]=2)[CH2:32]1. The catalyst class is: 4.